This data is from Forward reaction prediction with 1.9M reactions from USPTO patents (1976-2016). The task is: Predict the product of the given reaction. (1) Given the reactants C1C(=O)N([Br:8])C(=O)C1.[C:9]([O:13][C:14]([N:16]1[CH2:21][CH2:20][N:19]([C:22]2[CH:27]=[N:26][CH:25]=[C:24]([C:28]3[CH:33]=[CH:32][C:31]([Cl:34])=[CH:30][CH:29]=3)[N:23]=2)[CH2:18][CH2:17]1)=[O:15])([CH3:12])([CH3:11])[CH3:10], predict the reaction product. The product is: [C:9]([O:13][C:14]([N:16]1[CH2:21][CH2:20][N:19]([C:22]2[CH:27]=[N:26][C:25]([Br:8])=[C:24]([C:28]3[CH:29]=[CH:30][C:31]([Cl:34])=[CH:32][CH:33]=3)[N:23]=2)[CH2:18][CH2:17]1)=[O:15])([CH3:12])([CH3:10])[CH3:11]. (2) Given the reactants [CH2:1]([O:8][C:9]([CH:11]1[CH2:15][CH2:14][C:13](=[O:16])[NH:12]1)=[O:10])[C:2]1[CH:7]=[CH:6][CH:5]=[CH:4][CH:3]=1.C(N([CH2:22][CH3:23])CC)C, predict the reaction product. The product is: [CH2:1]([O:8][C:9]([N:12]1[C:13](=[O:16])[CH2:14][CH2:15][CH:11]1[C:9]([O:8][CH2:1][C:2]1[CH:3]=[CH:4][CH:5]=[CH:6][CH:7]=1)=[O:10])=[O:10])[CH2:2][CH2:3][CH:22]=[CH2:23]. (3) Given the reactants Cl.[NH2:2][CH:3]([CH2:7][C:8]1[CH:13]=[CH:12][CH:11]=[CH:10][C:9]=1[Cl:14])[C:4]([OH:6])=O.[CH2:15](N(CC)CC)[CH3:16].C1([C:25]23[CH:35]=[C:34]([Cl:36])[CH:33]=[CH:32][CH:31]2[NH:30][C:29](=O)[O:28][C:26]3=O)CC1, predict the reaction product. The product is: [Cl:36][C:34]1[CH:33]=[CH:32][C:31]2[N:30]([CH:29]3[CH2:16][CH2:15]3)[C:4](=[O:6])[CH:3]([CH2:7][C:8]3[CH:13]=[CH:12][CH:11]=[CH:10][C:9]=3[Cl:14])[NH:2][C:26](=[O:28])[C:25]=2[CH:35]=1. (4) Given the reactants [C:1]([N:5]1[C:9](=[O:10])[CH:8]=[CH:7][S:6]1(=[O:12])=[O:11])([CH3:4])([CH3:3])[CH3:2].[C:13]([O:17][C:18]([NH:20][C@@H:21]([CH2:26][C:27]1[CH:32]=[CH:31][C:30](I)=[C:29]([Cl:34])[CH:28]=1)[C:22]([O:24][CH3:25])=[O:23])=[O:19])([CH3:16])([CH3:15])[CH3:14].C(N(CC)CC)C, predict the reaction product. The product is: [C:13]([O:17][C:18]([NH:20][C@@H:21]([CH2:26][C:27]1[CH:32]=[CH:31][C:30]([C:7]2[S:6](=[O:11])(=[O:12])[N:5]([C:1]([CH3:4])([CH3:2])[CH3:3])[C:9](=[O:10])[CH:8]=2)=[C:29]([Cl:34])[CH:28]=1)[C:22]([O:24][CH3:25])=[O:23])=[O:19])([CH3:16])([CH3:14])[CH3:15]. (5) Given the reactants [CH2:1]([O:3][C:4]([C:6]1[C:10]([CH3:11])=[C:9]([NH:12][C:13](=[O:21])[C:14]2[CH:19]=[CH:18][CH:17]=[CH:16][C:15]=2[Cl:20])[N:8](C(C)(C)C)[N:7]=1)=[O:5])[CH3:2], predict the reaction product. The product is: [CH2:1]([O:3][C:4]([C:6]1[C:10]([CH3:11])=[C:9]([NH:12][C:13](=[O:21])[C:14]2[CH:19]=[CH:18][CH:17]=[CH:16][C:15]=2[Cl:20])[NH:8][N:7]=1)=[O:5])[CH3:2]. (6) Given the reactants [C:1]([NH2:5])([CH3:4])([CH3:3])[CH3:2].C(N(CC)CC)C.[Br:13][C:14]1[CH:19]=[CH:18][C:17]([S:20](Cl)(=[O:22])=[O:21])=[CH:16][CH:15]=1, predict the reaction product. The product is: [Br:13][C:14]1[CH:19]=[CH:18][C:17]([S:20]([NH:5][C:1]([CH3:4])([CH3:3])[CH3:2])(=[O:22])=[O:21])=[CH:16][CH:15]=1. (7) Given the reactants [CH3:1][C:2]1[N:11]=[C:10]([C:12]2[CH:13]=[N:14][N:15](C)[CH:16]=2)[C:9]2[CH2:8][CH2:7][C@H:6]3[C@H:18]([CH3:25])[C:19](=[O:24])[C:20]([C:22]#[N:23])=[CH:21][C@:5]3([C:26]3[CH:31]=[CH:30][CH:29]=[CH:28][CH:27]=3)[C:4]=2[N:3]=1.C(N(C(C)C)CC)(C)C.Cl[C:42]([O:44][CH3:45])=[O:43], predict the reaction product. The product is: [C:22]([C:20]1[C:19](=[O:24])[C@@H:18]([CH3:25])[C@@H:6]2[CH2:7][CH2:8][C:9]3[C:10]([C:12]4[CH:13]=[N:14][N:15]([C:42]([O:44][CH3:45])=[O:43])[CH:16]=4)=[N:11][C:2]([CH3:1])=[N:3][C:4]=3[C@@:5]2([C:26]2[CH:31]=[CH:30][CH:29]=[CH:28][CH:27]=2)[CH:21]=1)#[N:23].